This data is from Forward reaction prediction with 1.9M reactions from USPTO patents (1976-2016). The task is: Predict the product of the given reaction. (1) Given the reactants [Br-].[CH2:2]([N+:6]1[CH:11]=[CH:10][CH:9]=[CH:8][CH:7]=1)[CH2:3][CH2:4][CH3:5].[O:12]([Si](C)(C)C)[S:13]([C:16]([F:19])([F:18])[F:17])(=[O:15])=[O:14], predict the reaction product. The product is: [O-:15][S:13]([C:16]([F:19])([F:18])[F:17])(=[O:14])=[O:12].[CH2:2]([N+:6]1[CH:11]=[CH:10][CH:9]=[CH:8][CH:7]=1)[CH2:3][CH2:4][CH3:5]. (2) Given the reactants Cl.[F:2][C:3]1[CH:4]=[C:5]([CH:43]=[CH:44][CH:45]=1)[CH2:6][N:7]1[CH:11]=[C:10]([C:12]2[C:20]3[C:15](=[N:16][CH:17]=[C:18]([C:21]4[CH:26]=[CH:25][C:24]([CH:27]5[CH2:32][CH2:31][NH:30][CH2:29][CH2:28]5)=[CH:23][CH:22]=4)[CH:19]=3)[N:14](S(C3C=CC(C)=CC=3)(=O)=O)[CH:13]=2)[CH:9]=[N:8]1.FC1C=C(C=CC=1)CN1C=C(C2C3C(=NC=C(C4C=CC(C5CCN(C[C@@H](O)C)CC5)=CC=4)C=3)N(S(C3C=CC(C)=CC=3)(=O)=O)C=2)C=N1.[OH-].[Li+], predict the reaction product. The product is: [F:2][C:3]1[CH:4]=[C:5]([CH:43]=[CH:44][CH:45]=1)[CH2:6][N:7]1[CH:11]=[C:10]([C:12]2[C:20]3[C:15](=[N:16][CH:17]=[C:18]([C:21]4[CH:22]=[CH:23][C:24]([CH:27]5[CH2:32][CH2:31][NH:30][CH2:29][CH2:28]5)=[CH:25][CH:26]=4)[CH:19]=3)[NH:14][CH:13]=2)[CH:9]=[N:8]1. (3) Given the reactants [Cl:1][C:2]1[C:6]([Cl:7])=[C:5]([CH3:8])[NH:4][C:3]=1[C:9]([NH:11][CH:12]1[CH2:15][N:14]([C:16]2[S:17][C:18]([C:21]([O:23]C)=[O:22])=[CH:19][N:20]=2)[CH2:13]1)=[O:10].[OH-].[Li+], predict the reaction product. The product is: [Cl:1][C:2]1[C:6]([Cl:7])=[C:5]([CH3:8])[NH:4][C:3]=1[C:9]([NH:11][CH:12]1[CH2:15][N:14]([C:16]2[S:17][C:18]([C:21]([OH:23])=[O:22])=[CH:19][N:20]=2)[CH2:13]1)=[O:10]. (4) Given the reactants Br[C:2]1[CH:3]=[N:4][C:5]2[N:6]([CH:8]=[C:9]([CH2:11][O:12][C:13]3[C:14]([F:19])=[N:15][CH:16]=[CH:17][CH:18]=3)[N:10]=2)[CH:7]=1.[F:20][C:21]1[CH:26]=[CH:25][C:24](B(O)O)=[C:23]([CH3:30])[CH:22]=1, predict the reaction product. The product is: [F:20][C:21]1[CH:26]=[CH:25][C:24]([C:2]2[CH:3]=[N:4][C:5]3[N:6]([CH:8]=[C:9]([CH2:11][O:12][C:13]4[C:14]([F:19])=[N:15][CH:16]=[CH:17][CH:18]=4)[N:10]=3)[CH:7]=2)=[C:23]([CH3:30])[CH:22]=1. (5) Given the reactants [NH2:1][C@H:2]([C:15]([N:17]([CH2:19][C:20]([N:22](C(OCC1C2C(=CC=CC=2)C2C1=CC=CC=2)=O)[CH3:23])=[O:21])[CH3:18])=[O:16])[CH2:3][CH2:4][CH2:5][NH:6][NH:7][C:8]([O:10][C:11]([CH3:14])([CH3:13])[CH3:12])=[O:9], predict the reaction product. The product is: [CH3:18][N:17]1[CH2:15][CH2:2][CH2:20][CH2:19]1.[NH2:1][C@H:2]([C:15]([N:17]([CH2:19][C:20]([NH:22][CH3:23])=[O:21])[CH3:18])=[O:16])[CH2:3][CH2:4][CH2:5][NH:6][NH:7][C:8]([O:10][C:11]([CH3:13])([CH3:14])[CH3:12])=[O:9]. (6) Given the reactants [CH:1]1([C:4]2NN=[C:6]([CH2:9][NH:10][C:11]([C:13]3[CH:17]=[C:16]([C:18]4[CH:23]=[C:22](OC)[CH:21]=[CH:20][C:19]=4OC)[N:15]([CH2:28][CH:29]4[CH2:34][CH2:33][CH2:32][CH2:31][CH2:30]4)[C:14]=3[CH3:35])=[O:12])[CH:5]=2)[CH2:3]C1.[C:36](=[O:39])([O-])[O-].[K+].[K+].[F:42][C:43]([F:47])([F:46])CI.[CH3:48]N(C=O)C, predict the reaction product. The product is: [CH:9]1([NH:10][C:11]([C:13]2[CH:17]=[C:16]([C:18]3[CH:23]=[CH:22][C:21]([O:39][CH2:36][C:43]([F:47])([F:46])[F:42])=[CH:20][C:19]=3[CH3:48])[N:15]([CH2:28][CH:29]3[CH2:30][CH2:31][CH2:32][CH2:33][CH2:34]3)[C:14]=2[CH3:35])=[O:12])[CH2:3][CH2:1][CH2:4][CH2:5][CH2:6]1.